Dataset: Forward reaction prediction with 1.9M reactions from USPTO patents (1976-2016). Task: Predict the product of the given reaction. (1) Given the reactants [N:1]1[NH:2][N:3]=[N:4][C:5]=1[CH2:6][NH:7][C:8]([C@@H:10]1[CH2:18][C:17]2[C:12](=[CH:13][CH:14]=[CH:15][CH:16]=2)[N:11]1[C:19](=[O:30])[C@@H:20]([NH:22][C:23](=[O:29])OC(C)(C)C)[CH3:21])=[O:9].[CH3:31][C@@H:32]([CH2:47][CH3:48])[C@H:33]([NH:37][C:38](=[O:46])[CH2:39][C:40]1[CH:45]=[CH:44][CH:43]=[CH:42][CH:41]=1)C(O)=O, predict the reaction product. The product is: [CH3:31][C@@H:32]([CH2:47][CH3:48])[C@H:33]([NH:37][C:38](=[O:46])[CH2:39][C:40]1[CH:45]=[CH:44][CH:43]=[CH:42][CH:41]=1)[C:23]([NH:22][C@@H:20]([CH3:21])[C:19]([N:11]1[C:12]2[C:17](=[CH:16][CH:15]=[CH:14][CH:13]=2)[CH2:18][C@H:10]1[C:8]([NH:7][CH2:6][C:5]1[N:4]=[N:3][NH:2][N:1]=1)=[O:9])=[O:30])=[O:29]. (2) The product is: [C:1]([O:5][C:6](=[O:35])[NH:7][C:8]1([C:12]2[CH:13]=[CH:14][C:15]([C:18]3[C:19]([C:29]4[CH:30]=[CH:31][CH:32]=[CH:33][CH:34]=4)=[CH:20][C:21]4[N:26]([CH3:39])[C:25](=[O:27])[CH2:24][O:23][C:22]=4[N:28]=3)=[CH:16][CH:17]=2)[CH2:11][CH2:10][CH2:9]1)([CH3:4])([CH3:2])[CH3:3]. Given the reactants [C:1]([O:5][C:6](=[O:35])[NH:7][C:8]1([C:12]2[CH:17]=[CH:16][C:15]([C:18]3[C:19]([C:29]4[CH:34]=[CH:33][CH:32]=[CH:31][CH:30]=4)=[CH:20][C:21]4[NH:26][C:25](=[O:27])[CH2:24][O:23][C:22]=4[N:28]=3)=[CH:14][CH:13]=2)[CH2:11][CH2:10][CH2:9]1)([CH3:4])([CH3:3])[CH3:2].[H-].[Na+].I[CH3:39].[NH4+].[Cl-], predict the reaction product. (3) The product is: [Br:1][C:2]1[CH:7]=[C:6]([F:8])[CH:5]=[CH:4][C:3]=1[C@H:9]1[C:14]([C:15]([O:17][CH2:18][CH3:19])=[O:16])=[C:13]([CH2:20][N:27]2[CH2:32][CH2:31][O:30][CH2:29][CH2:28]2)[NH:12][C:11]([C:22]2[S:23][CH:24]=[CH:25][N:26]=2)=[N:10]1. Given the reactants [Br:1][C:2]1[CH:7]=[C:6]([F:8])[CH:5]=[CH:4][C:3]=1[C@H:9]1[C:14]([C:15]([O:17][CH2:18][CH3:19])=[O:16])=[C:13]([CH2:20]Br)[NH:12][C:11]([C:22]2[S:23][CH:24]=[CH:25][N:26]=2)=[N:10]1.[NH:27]1[CH2:32][CH2:31][O:30][CH2:29][CH2:28]1, predict the reaction product. (4) Given the reactants [CH3:1][N:2]1[C:7]([C:8]([F:11])([F:10])[F:9])=[CH:6][CH:5]=[C:4]([C:12](O)=[O:13])[C:3]1=[O:15].S(Cl)([Cl:18])=O, predict the reaction product. The product is: [CH3:1][N:2]1[C:7]([C:8]([F:11])([F:10])[F:9])=[CH:6][CH:5]=[C:4]([C:12]([Cl:18])=[O:13])[C:3]1=[O:15]. (5) Given the reactants [Br:1][C:2]1[CH:9]=[CH:8][CH:7]=[CH:6][C:3]=1[CH:4]=O.[CH3:10][C:11]([CH3:13])=[O:12].Cl, predict the reaction product. The product is: [Br:1][C:2]1[CH:9]=[CH:8][CH:7]=[CH:6][C:3]=1/[CH:4]=[CH:10]/[C:11](=[O:12])[CH3:13]. (6) Given the reactants [Br:1]Br.[NH:3]1[C:11]2[C:6](=[CH:7][CH:8]=[CH:9][CH:10]=2)[C:5]([C:12]([OH:14])=[O:13])=[CH:4]1, predict the reaction product. The product is: [Br:1][C:9]1[CH:10]=[C:11]2[C:6]([C:5]([C:12]([OH:14])=[O:13])=[CH:4][NH:3]2)=[CH:7][CH:8]=1. (7) Given the reactants [F:1][C:2]1[CH:7]=[CH:6][C:5]([N:8]2[C:16]3[CH:15]=[C:14]4[CH2:17][CH2:18][C@H:19]5[C:24]([C@@:13]4([CH3:32])[CH2:12][C:11]=3[CH:10]=[N:9]2)=[CH:23][CH2:22][C@@H:21]([C:25]([F:28])([F:27])[F:26])[C@@H:20]5[C:29]([OH:31])=O)=[CH:4][CH:3]=1.F[P-](F)(F)(F)(F)F.[N:40]1(O[P+](N(C)C)(N(C)C)N(C)C)C2C=CC=CC=2N=N1.O.ON1C2C=CC=CC=2N=N1.C(N(CC)C(C)C)(C)C.[NH4+].[Cl-], predict the reaction product. The product is: [F:1][C:2]1[CH:7]=[CH:6][C:5]([N:8]2[C:16]3[CH:15]=[C:14]4[CH2:17][CH2:18][C@H:19]5[C:24]([C@@:13]4([CH3:32])[CH2:12][C:11]=3[CH:10]=[N:9]2)=[CH:23][CH2:22][C@@H:21]([C:25]([F:28])([F:27])[F:26])[C@@H:20]5[C:29]([NH2:40])=[O:31])=[CH:4][CH:3]=1. (8) Given the reactants [Si]([O:8][C@H:9]1[CH2:13][N:12]([C:14]([O:16][C:17]([CH3:20])([CH3:19])[CH3:18])=[O:15])[CH:11]([C:21]2[CH:26]=[C:25]([F:27])[CH:24]=[C:23]([C:28]#[N:29])[CH:22]=2)[CH2:10]1)(C(C)(C)C)(C)C.CCCC[N+](CCCC)(CCCC)CCCC.[F-], predict the reaction product. The product is: [C:28]([C:23]1[CH:22]=[C:21]([C@H:11]2[CH2:10][C@@H:9]([OH:8])[CH2:13][N:12]2[C:14]([O:16][C:17]([CH3:20])([CH3:19])[CH3:18])=[O:15])[CH:26]=[C:25]([F:27])[CH:24]=1)#[N:29].[C:28]([C:23]1[CH:22]=[C:21]([C@@H:11]2[CH2:10][C@@H:9]([OH:8])[CH2:13][N:12]2[C:14]([O:16][C:17]([CH3:20])([CH3:19])[CH3:18])=[O:15])[CH:26]=[C:25]([F:27])[CH:24]=1)#[N:29]. (9) Given the reactants [O:1]=[C:2]1[CH2:7][S:6][C:5]2[CH:8]=[CH:9][C:10]([C:12]([O:14]C)=[O:13])=[N:11][C:4]=2[NH:3]1.O.[OH-].[Na+], predict the reaction product. The product is: [O:1]=[C:2]1[CH2:7][S:6][C:5]2[CH:8]=[CH:9][C:10]([C:12]([OH:14])=[O:13])=[N:11][C:4]=2[NH:3]1. (10) Given the reactants [CH2:1]([O:8][C:9]1[CH:36]=[CH:35][C:12]([CH2:13][C@@H:14]([NH:20][C:21](=[O:34])[CH2:22][CH2:23][CH2:24][CH2:25][CH2:26][CH2:27][C:28]2[CH:33]=[CH:32][CH:31]=[CH:30][CH:29]=2)[CH2:15][CH2:16][C:17](=O)[NH2:18])=[CH:11][CH:10]=1)[C:2]1[CH:7]=[CH:6][CH:5]=[CH:4][CH:3]=1.P(Cl)(Cl)(Cl)=O, predict the reaction product. The product is: [CH2:1]([O:8][C:9]1[CH:36]=[CH:35][C:12]([CH2:13][C@@H:14]([NH:20][C:21](=[O:34])[CH2:22][CH2:23][CH2:24][CH2:25][CH2:26][CH2:27][C:28]2[CH:33]=[CH:32][CH:31]=[CH:30][CH:29]=2)[CH2:15][CH2:16][C:17]#[N:18])=[CH:11][CH:10]=1)[C:2]1[CH:3]=[CH:4][CH:5]=[CH:6][CH:7]=1.